This data is from Reaction yield outcomes from USPTO patents with 853,638 reactions. The task is: Predict the reaction yield, written as a fraction of the theoretical maximum amount of product (1.0 means a 100% yield; for example, 0.34 means a 34% yield). (1) The yield is 0.950. The product is [C:2]([O:8][CH2:9][C:10]([F:16])([F:15])[S:11]([O-:14])(=[O:12])=[O:13])(=[O:7])[C:3]([CH3:6])([CH3:5])[CH3:4].[C:32]1([S+:25]([C:19]2[CH:20]=[CH:21][CH:22]=[CH:23][CH:24]=2)[C:26]2[CH:31]=[CH:30][CH:29]=[CH:28][CH:27]=2)[CH:33]=[CH:34][CH:35]=[CH:36][CH:37]=1. The reactants are O.[C:2]([O:8][CH2:9][C:10]([F:16])([F:15])[S:11]([O-:14])(=[O:13])=[O:12])(=[O:7])[C:3]([CH3:6])([CH3:5])[CH3:4].[Na+].[I-].[C:19]1([S+:25]([C:32]2[CH:37]=[CH:36][CH:35]=[CH:34][CH:33]=2)[C:26]2[CH:31]=[CH:30][CH:29]=[CH:28][CH:27]=2)[CH:24]=[CH:23][CH:22]=[CH:21][CH:20]=1. The catalyst is ClCCl. (2) The reactants are Br[C:2]1[N:6]=[CH:5][N:4]([C:7]2[CH:12]=[CH:11][C:10]([C:13]([F:16])([F:15])[F:14])=[CH:9][CH:8]=2)[N:3]=1.CC1(C)C(C)(C)OB([C:25]2[CH:31]=[CH:30][C:28]([NH2:29])=[CH:27][CH:26]=2)O1.C(=O)([O-])[O-].[K+].[K+]. The catalyst is COCCOC.O.[Pd].C1(P(C2C=CC=CC=2)C2C=CC=CC=2)C=CC=CC=1.C1(P(C2C=CC=CC=2)C2C=CC=CC=2)C=CC=CC=1.C1(P(C2C=CC=CC=2)C2C=CC=CC=2)C=CC=CC=1.C1(P(C2C=CC=CC=2)C2C=CC=CC=2)C=CC=CC=1. The product is [F:14][C:13]([F:16])([F:15])[C:10]1[CH:11]=[CH:12][C:7]([N:4]2[CH:5]=[N:6][C:2]([C:25]3[CH:31]=[CH:30][C:28]([NH2:29])=[CH:27][CH:26]=3)=[N:3]2)=[CH:8][CH:9]=1. The yield is 0.580. (3) The catalyst is CN(C)C=O. The reactants are O[C:2]1[C:11]([O:12][CH3:13])=[CH:10][CH:9]=[C:8]2[C:3]=1[CH:4]=[CH:5][CH:6]=[CH:7]2.C(=O)([O-])[O-:15].[Cs+].[Cs+].Br[CH:21]([CH3:23])[CH3:22]. The yield is 0.860. The product is [CH:21]([O:15][C:7]1[C:8]2[C:3](=[CH:2][C:11]([O:12][CH3:13])=[CH:10][CH:9]=2)[CH:4]=[CH:5][CH:6]=1)([CH3:23])[CH3:22]. (4) The reactants are Cl[C:2]1[N:11]=[CH:10][C:9]([Cl:12])=[CH:8][C:3]=1[C:4]([O:6][CH3:7])=[O:5].[F:13][C:14]1[CH:15]=[C:16](B(O)O)[CH:17]=[CH:18][CH:19]=1.C(=O)([O-])[O-].[K+].[K+]. The catalyst is O.O1CCOCC1.Cl[Pd](Cl)([P](C1C=CC=CC=1)(C1C=CC=CC=1)C1C=CC=CC=1)[P](C1C=CC=CC=1)(C1C=CC=CC=1)C1C=CC=CC=1. The product is [Cl:12][C:9]1[CH:10]=[N:11][C:2]([C:18]2[CH:17]=[CH:16][CH:15]=[C:14]([F:13])[CH:19]=2)=[C:3]([CH:8]=1)[C:4]([O:6][CH3:7])=[O:5]. The yield is 0.790. (5) The reactants are Br[C:2]1[S:3][CH:4]=[CH:5][N:6]=1.C(N(CC)CC)C.[CH:14]1([CH2:20][C:21]#[CH:22])[CH2:19][CH2:18][CH2:17][CH2:16][CH2:15]1.CCCCCC. The catalyst is COCCOC.[Cu]I.Cl[Pd](Cl)([P](C1C=CC=CC=1)(C1C=CC=CC=1)C1C=CC=CC=1)[P](C1C=CC=CC=1)(C1C=CC=CC=1)C1C=CC=CC=1.C(OCC)(=O)C. The product is [CH:14]1([CH2:20][C:21]#[C:22][C:2]2[S:3][CH:4]=[CH:5][N:6]=2)[CH2:19][CH2:18][CH2:17][CH2:16][CH2:15]1. The yield is 0.460.